This data is from Forward reaction prediction with 1.9M reactions from USPTO patents (1976-2016). The task is: Predict the product of the given reaction. The product is: [F:1][C:2]1[CH:3]=[C:4]([C:8]2[CH:9]=[CH:10][C:11]([C:14]([NH:16][C@H:17]3[CH2:21][CH2:20][C@@H:19]([C:22](=[O:24])[NH:25][CH2:26][C:27]([OH:29])([CH3:30])[CH3:28])[CH2:18]3)=[O:15])=[CH:12][N:13]=2)[CH:5]=[CH:6][CH:7]=1. Given the reactants [F:1][C:2]1[CH:3]=[C:4]([C:8]2[N:13]=[CH:12][C:11]([C:14]([NH:16][C@H:17]3[CH2:21][CH2:20][C@@H:19]([C:22]([OH:24])=O)[CH2:18]3)=[O:15])=[CH:10][CH:9]=2)[CH:5]=[CH:6][CH:7]=1.[NH2:25][CH2:26][C:27]([CH3:30])([OH:29])[CH3:28], predict the reaction product.